Dataset: Catalyst prediction with 721,799 reactions and 888 catalyst types from USPTO. Task: Predict which catalyst facilitates the given reaction. (1) Reactant: [CH3:1][C:2]1[C:8]([CH3:9])=[CH:7][C:5]([NH2:6])=[C:4]([N+:10]([O-:12])=O)[CH:3]=1.N#[C:14][NH2:15].[CH]Cl.[OH-].[Na+].N([O-])=[O:21].[Na+]. Product: [OH:21][C:14]1[N:15]=[N+:10]([O-:12])[C:4]2[CH:3]=[C:2]([CH3:1])[C:8]([CH3:9])=[CH:7][C:5]=2[N:6]=1. The catalyst class is: 223. (2) Reactant: [CH3:1][O:2][CH2:3][C:4]1[C:8]([C:9]([O:11][CH3:12])=[O:10])=[CH:7][NH:6][N:5]=1.Cl[C:14]1[CH:19]=[C:18]([C:20]([F:23])([F:22])[F:21])[CH:17]=[CH:16][N:15]=1.C(=O)([O-])[O-].[K+].[K+]. Product: [CH3:1][O:2][CH2:3][C:4]1[C:8]([C:9]([O:11][CH3:12])=[O:10])=[CH:7][N:6]([C:14]2[CH:19]=[C:18]([C:20]([F:23])([F:22])[F:21])[CH:17]=[CH:16][N:15]=2)[N:5]=1. The catalyst class is: 9. (3) Reactant: [CH:1]([N:4]1[CH2:9][CH2:8][N:7]([C:10]2[CH:11]=[CH:12][C:13]([NH2:16])=[N:14][CH:15]=2)[CH2:6][CH2:5]1)([CH3:3])[CH3:2].Br[C:18]1[C:19](=[O:26])[N:20]([CH3:25])[N:21]=[C:22]([Cl:24])[CH:23]=1.C(=O)([O-])[O-].[Cs+].[Cs+].C1(P(C2C=CC=CC=2)C2C3OC4C(=CC=CC=4P(C4C=CC=CC=4)C4C=CC=CC=4)C(C)(C)C=3C=CC=2)C=CC=CC=1. Product: [Cl:24][C:22]1[CH:23]=[C:18]([NH:16][C:13]2[CH:12]=[CH:11][C:10]([N:7]3[CH2:6][CH2:5][N:4]([CH:1]([CH3:3])[CH3:2])[CH2:9][CH2:8]3)=[CH:15][N:14]=2)[C:19](=[O:26])[N:20]([CH3:25])[N:21]=1. The catalyst class is: 102.